From a dataset of Forward reaction prediction with 1.9M reactions from USPTO patents (1976-2016). Predict the product of the given reaction. (1) Given the reactants [C:1](OC)(OC)(OC)[CH2:2][CH2:3][CH3:4].[CH2:11]([O:18][CH2:19][CH2:20][NH:21][C:22]1[C:27]([CH3:28])=[C:26]([CH3:29])[N:25]=[C:24]([O:30][C:31]2[CH:36]=[CH:35][CH:34]=[CH:33][CH:32]=2)[C:23]=1[NH2:37])[C:12]1[CH:17]=[CH:16][CH:15]=[CH:14][CH:13]=1.CCCCCC.C(OCC)(=O)C, predict the reaction product. The product is: [CH2:11]([O:18][CH2:19][CH2:20][N:21]1[C:22]2[C:27]([CH3:28])=[C:26]([CH3:29])[N:25]=[C:24]([O:30][C:31]3[CH:32]=[CH:33][CH:34]=[CH:35][CH:36]=3)[C:23]=2[N:37]=[C:1]1[CH2:2][CH2:3][CH3:4])[C:12]1[CH:17]=[CH:16][CH:15]=[CH:14][CH:13]=1. (2) Given the reactants [Br:1][C:2]1[CH:3]=[C:4]([N+:9]([O-])=O)[C:5]([Cl:8])=[N:6][CH:7]=1.[NH4+].[Cl-], predict the reaction product. The product is: [Br:1][C:2]1[CH:3]=[C:4]([NH2:9])[C:5]([Cl:8])=[N:6][CH:7]=1. (3) Given the reactants [H-].C([Al+]CC(C)C)C(C)C.[S:11]1[C:15]2[CH:16]=[C:17]([C:20]3([C:23]#N)[CH2:22][CH2:21]3)[CH:18]=[CH:19][C:14]=2[N:13]=[CH:12]1.C([OH:28])(C)C.C(C(C(C([O-])=O)O)O)([O-])=O.[Na+].[K+], predict the reaction product. The product is: [S:11]1[C:15]2[CH:16]=[C:17]([C:20]3([CH:23]=[O:28])[CH2:22][CH2:21]3)[CH:18]=[CH:19][C:14]=2[N:13]=[CH:12]1. (4) Given the reactants [CH3:1][C:2]1[C:10]2[N:9]=[C:8]([C@@H:11]([NH2:13])[CH3:12])[N:7]([C:14]3[CH:19]=[CH:18][CH:17]=[CH:16][CH:15]=3)[C:6]=2[CH:5]=[CH:4][CH:3]=1.Cl[C:21]1[N:29]=[CH:28][N:27]=[C:26]2[C:22]=1[N:23]=[CH:24][NH:25]2.CCN(C(C)C)C(C)C, predict the reaction product. The product is: [CH3:1][C:2]1[C:10]2[N:9]=[C:8]([C@@H:11]([NH:13][C:21]3[N:29]=[CH:28][N:27]=[C:26]4[C:22]=3[N:23]=[CH:24][NH:25]4)[CH3:12])[N:7]([C:14]3[CH:19]=[CH:18][CH:17]=[CH:16][CH:15]=3)[C:6]=2[CH:5]=[CH:4][CH:3]=1. (5) Given the reactants [CH2:1]([O:3][C:4]([C:6]1[C:7]([CH3:12])=[N:8][NH:9][C:10]=1[CH3:11])=[O:5])[CH3:2].[F:13][C:14]([F:24])([F:23])[O:15][C:16]1[CH:17]=[C:18](I)[CH:19]=[CH:20][CH:21]=1, predict the reaction product. The product is: [CH2:1]([O:3][C:4]([C:6]1[C:7]([CH3:12])=[N:8][N:9]([C:18]2[CH:19]=[CH:20][CH:21]=[C:16]([O:15][C:14]([F:13])([F:23])[F:24])[CH:17]=2)[C:10]=1[CH3:11])=[O:5])[CH3:2]. (6) Given the reactants [OH-].[K+].[CH3:3]/[C:4](/[CH:11]=[CH:12]/[CH:13]=[C:14](\[CH3:26])/[CH2:15][CH2:16]/[CH:17]=[C:18](\[CH3:25])/[CH2:19][CH2:20][CH:21]=[C:22]([CH3:24])[CH3:23])=[CH:5]\[C:6]([O:8]CC)=[O:7], predict the reaction product. The product is: [CH3:3]/[C:4](/[CH:11]=[CH:12]/[CH:13]=[C:14](\[CH3:26])/[CH2:15][CH2:16]/[CH:17]=[C:18](\[CH3:25])/[CH2:19][CH2:20][CH:21]=[C:22]([CH3:24])[CH3:23])=[CH:5]\[C:6]([OH:8])=[O:7]. (7) Given the reactants [OH:1][C:2]1[CH:11]=[CH:10][C:5]([C:6]([O:8][CH3:9])=[O:7])=[CH:4][C:3]=1[C:12]([NH:14][CH:15]1[CH2:20][CH2:19][CH2:18][CH:17]([C:21]([O:23][CH3:24])=[O:22])[CH2:16]1)=[O:13].Br[CH2:26][CH2:27][CH2:28][C:29]1[CH:34]=[CH:33][C:32]([O:35][CH2:36][C:37]#[C:38][CH2:39][O:40][C:41]2[CH:46]=[CH:45][CH:44]=[CH:43][CH:42]=2)=[CH:31][CH:30]=1, predict the reaction product. The product is: [CH3:24][O:23][C:21]([CH:17]1[CH2:18][CH2:19][CH2:20][CH:15]([NH:14][C:12]([C:3]2[CH:4]=[C:5]([CH:10]=[CH:11][C:2]=2[O:1][CH2:26][CH2:27][CH2:28][C:29]2[CH:34]=[CH:33][C:32]([O:35][CH2:36][C:37]#[C:38][CH2:39][O:40][C:41]3[CH:42]=[CH:43][CH:44]=[CH:45][CH:46]=3)=[CH:31][CH:30]=2)[C:6]([O:8][CH3:9])=[O:7])=[O:13])[CH2:16]1)=[O:22]. (8) Given the reactants [N:1]1([CH2:10][CH2:11][NH2:12])[C:9]2[C:4](=[CH:5][CH:6]=[CH:7][CH:8]=2)[CH:3]=[CH:2]1.[CH:13]1([CH:16]=O)[CH2:15][CH2:14]1, predict the reaction product. The product is: [CH:13]1([CH2:16][NH:12][CH2:11][CH2:10][N:1]2[C:9]3[C:4](=[CH:5][CH:6]=[CH:7][CH:8]=3)[CH:3]=[CH:2]2)[CH2:15][CH2:14]1. (9) Given the reactants [F:1][C:2]1[C:3]([CH2:12][CH2:13][OH:14])=[CH:4][C:5]([O:10][CH3:11])=[C:6]([CH:9]=1)[C:7]#[N:8].CCN(CC)CC.CS(Cl)(=O)=O.[Cl-].[NH4+].C1CCN2C(=NCCC2)CC1.ClC1C=CC=C(C(OO)=O)C=1, predict the reaction product. The product is: [F:1][C:2]1[C:3]([CH:12]2[CH2:13][O:14]2)=[CH:4][C:5]([O:10][CH3:11])=[C:6]([CH:9]=1)[C:7]#[N:8]. (10) Given the reactants Cl.[Cl:2][C:3]1[C:4]([CH3:11])=[C:5]([NH:9][NH2:10])[CH:6]=[CH:7][CH:8]=1.C(O[CH:15]=[C:16]([C:19]#[N:20])[C:17]#[N:18])C, predict the reaction product. The product is: [NH2:20][C:19]1[N:9]([C:5]2[CH:6]=[CH:7][CH:8]=[C:3]([Cl:2])[C:4]=2[CH3:11])[N:10]=[CH:15][C:16]=1[C:17]#[N:18].